Predict which catalyst facilitates the given reaction. From a dataset of Catalyst prediction with 721,799 reactions and 888 catalyst types from USPTO. (1) Reactant: C([O:4][CH2:5][CH:6]1[CH2:10][CH2:9][N:8]([C:11]2[C:16](/[CH:17]=[C:18](\[CH3:39])/[C:19]([NH:21][C:22]3[CH:27]=[CH:26][C:25]([S@:28]([CH2:30][C:31]4[N:35]([CH2:36][CH2:37][CH3:38])[CH:34]=[N:33][CH:32]=4)=[O:29])=[CH:24][CH:23]=3)=[O:20])=[CH:15][C:14]([C:40]3[CH:45]=[CH:44][C:43]([O:46][CH2:47][CH2:48][O:49][CH2:50][CH2:51][CH2:52][CH3:53])=[CH:42][CH:41]=3)=[CH:13][N:12]=2)[CH2:7]1)(=O)C.[OH-].[Na+].O.Cl. Product: [CH2:50]([O:49][CH2:48][CH2:47][O:46][C:43]1[CH:42]=[CH:41][C:40]([C:14]2[CH:15]=[C:16](/[CH:17]=[C:18](\[CH3:39])/[C:19]([NH:21][C:22]3[CH:23]=[CH:24][C:25]([S@:28]([CH2:30][C:31]4[N:35]([CH2:36][CH2:37][CH3:38])[CH:34]=[N:33][CH:32]=4)=[O:29])=[CH:26][CH:27]=3)=[O:20])[C:11]([N:8]3[CH2:9][CH2:10][CH:6]([CH2:5][OH:4])[CH2:7]3)=[N:12][CH:13]=2)=[CH:45][CH:44]=1)[CH2:51][CH2:52][CH3:53]. The catalyst class is: 83. (2) Reactant: [OH:1][C@H:2]1[CH2:19][CH2:18][C@@:17]2([CH3:20])[C@@H:4]([CH2:5][CH2:6][C@:7]3([CH3:38])[C@@H:16]2[CH2:15][CH2:14][C@H:13]2[C@@:8]3([CH3:37])[CH2:9][CH2:10][C@@:11]3([C:27]([O:29][CH2:30][C:31]4[CH:36]=[CH:35][CH:34]=[CH:33][CH:32]=4)=[O:28])[CH2:23][CH2:22][C@@H:21]([CH:24]([CH3:26])[CH3:25])[C@@H:12]32)[C:3]1([CH3:40])[CH3:39].C1C=C[NH+]=CC=1.[O-][Cr](Cl)(=O)=O. Product: [CH:24]([C@H:21]1[C@@H:12]2[C@@H:13]3[C@@:8]([CH3:37])([CH2:9][CH2:10][C@@:11]2([C:27]([O:29][CH2:30][C:31]2[CH:32]=[CH:33][CH:34]=[CH:35][CH:36]=2)=[O:28])[CH2:23][CH2:22]1)[C@@:7]1([CH3:38])[C@@H:16]([C@:17]2([CH3:20])[C@@H:4]([CH2:5][CH2:6]1)[C:3]([CH3:39])([CH3:40])[C:2](=[O:1])[CH2:19][CH2:18]2)[CH2:15][CH2:14]3)([CH3:26])[CH3:25]. The catalyst class is: 2. (3) Reactant: [NH2:1][C:2]1([CH2:7][OH:8])[CH2:6][CH2:5][CH2:4][CH2:3]1.C(O)(C(F)(F)F)=O.[C:16]1(=O)[CH2:21][CH2:20][CH2:19][CH2:18][CH2:17]1.S([O-])([O-])(=O)=O.[Na+].[Na+]. Product: [CH2:6]1[C:2]2([NH:1][C:16]3([CH2:21][CH2:20][CH2:19][CH2:18][CH2:17]3)[O:8][CH2:7]2)[CH2:3][CH2:4][CH2:5]1. The catalyst class is: 2.